Task: Predict the product of the given reaction.. Dataset: Forward reaction prediction with 1.9M reactions from USPTO patents (1976-2016) (1) Given the reactants [Cl:1][C:2]1[CH:7]=[CH:6][C:5]([N:8]2[C:16]([CH:17]([CH:21]3[CH2:26][CH2:25][CH2:24][CH2:23][CH2:22]3)[C:18](O)=[O:19])=[C:15]3[C:10]([CH2:11][CH2:12][CH2:13][CH2:14]3)=[N:9]2)=[CH:4][CH:3]=1.S(Cl)(Cl)=O.[CH3:31][O:32][C:33](=[O:45])[C:34]1[CH:39]=[CH:38][C:37]([NH2:40])=[C:36]([C:41]([F:44])([F:43])[F:42])[CH:35]=1, predict the reaction product. The product is: [CH3:31][O:32][C:33](=[O:45])[C:34]1[CH:39]=[CH:38][C:37]([NH:40][C:18](=[O:19])[CH:17]([C:16]2[N:8]([C:5]3[CH:4]=[CH:3][C:2]([Cl:1])=[CH:7][CH:6]=3)[N:9]=[C:10]3[C:15]=2[CH2:14][CH2:13][CH2:12][CH2:11]3)[CH:21]2[CH2:26][CH2:25][CH2:24][CH2:23][CH2:22]2)=[C:36]([C:41]([F:43])([F:42])[F:44])[CH:35]=1. (2) Given the reactants Cl[C:2]1[C:7]([CH:8]=[O:9])=[C:6]([NH:10][C:11]2[C:16]([F:17])=[CH:15][CH:14]=[CH:13][C:12]=2[F:18])[N:5]=[C:4]([S:19][CH3:20])[N:3]=1.[F:21][C:22]1[CH:27]=[CH:26][C:25](B(O)O)=[C:24]([CH3:31])[CH:23]=1, predict the reaction product. The product is: [F:18][C:12]1[CH:13]=[CH:14][CH:15]=[C:16]([F:17])[C:11]=1[NH:10][C:6]1[C:7]([CH:8]=[O:9])=[C:2]([C:25]2[CH:26]=[CH:27][C:22]([F:21])=[CH:23][C:24]=2[CH3:31])[N:3]=[C:4]([S:19][CH3:20])[N:5]=1. (3) Given the reactants O=P12OP3(OP(OP(O3)(O1)=O)(=O)O2)=O.[CH2:15]([O:17][C:18](=[O:30])[C:19]([NH:21][CH2:22][C:23]([O:25][CH2:26][CH2:27][CH2:28][CH3:29])=[O:24])=O)[CH3:16].CCOC(C)=O.C(Cl)(Cl)Cl, predict the reaction product. The product is: [CH2:26]([O:25][C:23]1[O:24][C:19]([C:18]([O:17][CH2:15][CH3:16])=[O:30])=[N:21][CH:22]=1)[CH2:27][CH2:28][CH3:29]. (4) Given the reactants [Br:1][C:2]1[CH:20]=[CH:19][C:5]([NH:6][C:7]2[C:12]([C:13]([O:15][CH2:16][CH3:17])=[O:14])=[CH:11][N:10]=[C:9](Cl)C=2)=[C:4]([F:21])[CH:3]=1.COS(OC)(=O)=O.C(N(CC)CC)C.CC(O)=O.[CH3:40][CH2:41][OH:42], predict the reaction product. The product is: [Br:1][C:2]1[CH:20]=[CH:19][C:5]([NH:6][C:7]2[C:12]([C:13]([O:15][CH2:16][CH3:17])=[O:14])=[CH:11][N:10]([CH3:9])[C:41](=[O:42])[CH:40]=2)=[C:4]([F:21])[CH:3]=1. (5) The product is: [N:1]1[CH:6]=[CH:5][CH:4]=[C:3]([CH:7]2[CH2:12][CH2:11][CH2:10][C:9](=[O:13])[CH2:8]2)[CH:2]=1. Given the reactants [N:1]1[CH:6]=[CH:5][CH:4]=[C:3]([C:7]2[CH2:12][CH2:11][CH2:10][C:9](=[O:13])[CH:8]=2)[CH:2]=1, predict the reaction product. (6) Given the reactants [F:1][C:2]([F:21])([F:20])[C:3]1[C:11]([C:12]#[N:13])=[CH:10][CH:9]=[C:8]2[C:4]=1[CH:5]=[C:6]([CH2:14][CH2:15][C:16]([F:19])([F:18])[F:17])[NH:7]2.C([O-])([O-])=O.[Cs+].[Cs+].[Br:28][C:29]1[CH:30]=[N:31][CH:32]=[C:33]([C:35]2[O:39][N:38]=[C:37]([CH2:40]Cl)[N:36]=2)[CH:34]=1, predict the reaction product. The product is: [Br:28][C:29]1[CH:34]=[C:33]([C:35]2[O:39][N:38]=[C:37]([CH2:40][N:7]3[C:8]4[C:4](=[C:3]([C:2]([F:1])([F:20])[F:21])[C:11]([C:12]#[N:13])=[CH:10][CH:9]=4)[CH:5]=[C:6]3[CH2:14][CH2:15][C:16]([F:19])([F:18])[F:17])[N:36]=2)[CH:32]=[N:31][CH:30]=1.